This data is from Full USPTO retrosynthesis dataset with 1.9M reactions from patents (1976-2016). The task is: Predict the reactants needed to synthesize the given product. (1) Given the product [Cl:22][C:18]1[CH:19]=[CH:20][CH:21]=[C:2]([Cl:1])[C:3]=1[O:4][C:5]1[CH:10]=[CH:13][N:12]=[C:11]([NH:29][C:26]2[S:27][CH:28]=[C:24]([CH3:23])[N:25]=2)[CH:6]=1, predict the reactants needed to synthesize it. The reactants are: [Cl:1][C:2]1[CH:21]=[CH:20][CH:19]=[C:18]([Cl:22])[C:3]=1[O:4][C:5]1[C:6]([C:11]2(C)CS[C:13](N)=[N:12]2)=NC=C[CH:10]=1.[CH3:23][C:24]1[N:25]=[C:26]([NH2:29])[S:27][CH:28]=1.ClC1C=C(OC2C(F)=CC=CC=2F)C=CN=1.P([O-])([O-])([O-])=O.[K+].[K+].[K+].C1(P(C2C=CC=CC=2)C2C3OC4C(=CC=CC=4P(C4C=CC=CC=4)C4C=CC=CC=4)C(C)(C)C=3C=CC=2)C=CC=CC=1. (2) Given the product [Cl:18][C:6]1([Cl:13])[CH2:5][CH:4]([CH:1]([CH3:3])[CH3:2])[CH2:10][CH2:9][NH:8][C:7]1=[O:11], predict the reactants needed to synthesize it. The reactants are: [CH:1]([CH:4]1[CH2:10][CH2:9][NH:8][C:7](=[O:11])[CH2:6][CH2:5]1)([CH3:3])[CH3:2].P(Cl)(Cl)(Cl)(Cl)[Cl:13].[ClH:18]. (3) Given the product [CH2:16]([O:18][C:19]([C:21]1([CH2:36][O:1][C:2]2[CH:3]=[CH:4][C:5]([C:8]3[CH:13]=[CH:12][C:11]([C:14]#[N:15])=[CH:10][CH:9]=3)=[CH:6][CH:7]=2)[CH2:25][CH2:24][N:23]([C:26](=[O:35])[C:27]2[CH:28]=[CH:29][C:30]([O:33][CH3:34])=[CH:31][CH:32]=2)[CH2:22]1)=[O:20])[CH3:17], predict the reactants needed to synthesize it. The reactants are: [OH:1][C:2]1[CH:7]=[CH:6][C:5]([C:8]2[CH:13]=[CH:12][C:11]([C:14]#[N:15])=[CH:10][CH:9]=2)=[CH:4][CH:3]=1.[CH2:16]([O:18][C:19]([C:21]1([CH2:36]I)[CH2:25][CH2:24][N:23]([C:26](=[O:35])[C:27]2[CH:32]=[CH:31][C:30]([O:33][CH3:34])=[CH:29][CH:28]=2)[CH2:22]1)=[O:20])[CH3:17]. (4) The reactants are: [C:1]([O:5][C:6]([N:8]1[CH2:12][CH:11]([C:13]#[N:14])[CH2:10][CH:9]1[C:15](=O)[NH:16][CH2:17][C:18]([C:20]1[CH:25]=[CH:24][C:23]([Br:26])=[CH:22][CH:21]=1)=O)=[O:7])([CH3:4])([CH3:3])[CH3:2].C(O)(=O)C.[NH3:32]. Given the product [C:1]([O:5][C:6]([N:8]1[CH2:12][CH:11]([C:13]#[N:14])[CH2:10][CH:9]1[C:15]1[NH:32][C:18]([C:20]2[CH:25]=[CH:24][C:23]([Br:26])=[CH:22][CH:21]=2)=[CH:17][N:16]=1)=[O:7])([CH3:4])([CH3:3])[CH3:2], predict the reactants needed to synthesize it. (5) Given the product [CH:1]1([N:5]2[CH2:11][CH2:10][C:9]3[S:12][C:13]([CH:15]4[CH2:20][CH2:19][N:18]([C:28]([C:25]5[CH:24]=[N:23][C:22]([CH3:21])=[CH:27][N:26]=5)=[O:29])[CH2:17][CH2:16]4)=[N:14][C:8]=3[CH2:7][CH2:6]2)[CH2:2][CH2:3][CH2:4]1, predict the reactants needed to synthesize it. The reactants are: [CH:1]1([N:5]2[CH2:11][CH2:10][C:9]3[S:12][C:13]([CH:15]4[CH2:20][CH2:19][NH:18][CH2:17][CH2:16]4)=[N:14][C:8]=3[CH2:7][CH2:6]2)[CH2:4][CH2:3][CH2:2]1.[CH3:21][C:22]1[N:23]=[CH:24][C:25]([C:28](O)=[O:29])=[N:26][CH:27]=1. (6) Given the product [Cl:19][C:12]1[CH:13]=[N+:14]([O-:18])[CH:15]=[C:16]([Cl:17])[C:11]=1[CH2:10][C@@H:9]([C:20]1[CH:25]=[CH:24][C:23]([O:26][CH:27]([F:29])[F:28])=[C:22]([O:30][CH3:31])[CH:21]=1)[OH:8], predict the reactants needed to synthesize it. The reactants are: C(O[C@@H](C1C=CC=CC=1)C([O:8][C@H:9]([C:20]1[CH:25]=[CH:24][C:23]([O:26][CH:27]([F:29])[F:28])=[C:22]([O:30][CH2:31]C2CC2)[CH:21]=1)[CH2:10][C:11]1[C:16]([Cl:17])=[CH:15][N+:14]([O-:18])=[CH:13][C:12]=1[Cl:19])=O)(=O)C.FC(F)(F)C(O)=O. (7) Given the product [CH3:21][N:22]1[CH2:27][CH2:26][N:25]([C:8]2[O:9][C:10]3[CH:20]=[CH:19][C:18]4[C:13](=[CH:14][CH:15]=[CH:16][CH:17]=4)[C:11]=3[N:12]=2)[CH2:24][CH2:23]1, predict the reactants needed to synthesize it. The reactants are: P(Cl)(Cl)(Cl)(Cl)Cl.S[C:8]1[O:9][C:10]2[CH:20]=[CH:19][C:18]3[C:13](=[CH:14][CH:15]=[CH:16][CH:17]=3)[C:11]=2[N:12]=1.[CH3:21][N:22]1[CH2:27][CH2:26][NH:25][CH2:24][CH2:23]1. (8) Given the product [OH:1][C@@H:2]([C@H:4]1[C:10](=[O:11])[N:9]2[C@@H:5]1[CH2:6][C:7]([C:15]1[CH:16]=[C:17]3[C:21](=[CH:22][CH:23]=1)[NH:20][C:19](=[O:24])[CH2:18]3)=[C:8]2[C:12]([O:14][CH2:33][O:32][C:26](=[O:31])[C:27]([CH3:30])([CH3:29])[CH3:28])=[O:13])[CH3:3], predict the reactants needed to synthesize it. The reactants are: [OH:1][C@@H:2]([C@H:4]1[C:10](=[O:11])[N:9]2[C@@H:5]1[CH2:6][C:7]([C:15]1[CH:16]=[C:17]3[C:21](=[CH:22][CH:23]=1)[NH:20][C:19](=[O:24])[CH2:18]3)=[C:8]2[C:12]([O-:14])=[O:13])[CH3:3].[Na+].[C:26]([O:32][CH2:33]I)(=[O:31])[C:27]([CH3:30])([CH3:29])[CH3:28].C(OCC)(=O)C. (9) The reactants are: [CH2:1]([C@@:8]12[CH2:21][CH2:20][C@:19]([O:26][Si:27]([CH2:32][CH3:33])([CH2:30][CH3:31])[CH2:28][CH3:29])([C:22]([F:25])([F:24])[F:23])[CH2:18][C@H:17]1C=C(C)[C:14]1[CH:13]=[C:12]([C:35]([NH:37][C:38]3[C:39]([CH3:44])=[N:40][CH:41]=[CH:42][CH:43]=3)=[O:36])[CH:11]=[CH:10][C:9]2=1)[C:2]1[CH:7]=[CH:6][CH:5]=[CH:4][CH:3]=1.[O:45]=O.C1(P([C:60]2[CH:65]=CC=CC=2)C2C=CC=CC=2)C=CC=CC=1.[OH-].[Na+].[C:68]([O-:71])(O)=O.[Na+]. Given the product [CH3:44][C:39]1[C:38]([NH:37][C:35]([C:12]2[CH:13]=[CH:14][C:9]3[C@:8]4([CH2:1][C:2]5[CH:7]=[CH:6][CH:5]=[CH:4][CH:3]=5)[CH2:21][CH2:20][C@:19]([O:26][Si:27]([CH2:32][CH3:33])([CH2:28][CH3:29])[CH2:30][CH3:31])([C:22]([F:23])([F:24])[F:25])[CH2:18][C@H:17]4[CH:65]([OH:45])[CH2:60][C:68](=[O:71])[C:10]=3[CH:11]=2)=[O:36])=[CH:43][CH:42]=[CH:41][N:40]=1, predict the reactants needed to synthesize it. (10) The reactants are: Cl[C:2]1[CH:7]=[N:6][CH:5]=[C:4]([Cl:8])[N:3]=1.[N:9]1[CH:14]=[CH:13][CH:12]=[C:11]([CH2:15][NH2:16])[CH:10]=1. Given the product [Cl:8][C:4]1[N:3]=[C:2]([NH:16][CH2:15][C:11]2[CH:10]=[N:9][CH:14]=[CH:13][CH:12]=2)[CH:7]=[N:6][CH:5]=1, predict the reactants needed to synthesize it.